This data is from Forward reaction prediction with 1.9M reactions from USPTO patents (1976-2016). The task is: Predict the product of the given reaction. Given the reactants [CH3:1][O:2][C:3]1[CH:4]=[C:5]2[C:10](=[CH:11][C:12]=1[O:13][CH3:14])[N:9]=[CH:8][CH:7]=[C:6]2[O:15][C:16]1[CH:22]=[CH:21][C:19]([NH2:20])=[CH:18][CH:17]=1.C(O)C.[CH3:26][C:27]1[CH:28]=[C:29]([C:33]([N:35]=[C:36]=[S:37])=[O:34])[CH:30]=[CH:31][CH:32]=1, predict the reaction product. The product is: [CH3:1][O:2][C:3]1[CH:4]=[C:5]2[C:10](=[CH:11][C:12]=1[O:13][CH3:14])[N:9]=[CH:8][CH:7]=[C:6]2[O:15][C:16]1[CH:22]=[CH:21][C:19]([NH:20][C:36]([NH:35][C:33](=[O:34])[C:29]2[CH:30]=[CH:31][CH:32]=[C:27]([CH3:26])[CH:28]=2)=[S:37])=[CH:18][CH:17]=1.